From a dataset of Full USPTO retrosynthesis dataset with 1.9M reactions from patents (1976-2016). Predict the reactants needed to synthesize the given product. (1) Given the product [C:5]([NH:4][CH2:3][CH2:2][NH:1][C:27]([C:26]1[CH:25]=[N:24][N:12]2[C:13]([CH3:23])=[C:14]([CH2:15][C:16]3[CH:21]=[CH:20][CH:19]=[CH:18][C:17]=3[CH3:22])[C:9]([CH3:8])=[N:10][C:11]=12)=[O:28])(=[O:7])[CH3:6], predict the reactants needed to synthesize it. The reactants are: [NH2:1][CH2:2][CH2:3][NH:4][C:5](=[O:7])[CH3:6].[CH3:8][C:9]1[C:14]([CH2:15][C:16]2[CH:21]=[CH:20][CH:19]=[CH:18][C:17]=2[CH3:22])=[C:13]([CH3:23])[N:12]2[N:24]=[CH:25][C:26]([C:27](O)=[O:28])=[C:11]2[N:10]=1. (2) Given the product [CH:1]([N:14]1[CH2:17][C:16]([C:19]2[C:23]3[CH:24]=[CH:25][CH:26]=[CH:27][C:22]=3[O:21][CH:20]=2)([Cl:39])[CH2:15]1)([C:8]1[CH:13]=[CH:12][CH:11]=[CH:10][CH:9]=1)[C:2]1[CH:7]=[CH:6][CH:5]=[CH:4][CH:3]=1, predict the reactants needed to synthesize it. The reactants are: [CH:1]([N:14]1[CH2:17][C:16]([C:19]2[C:23]3[CH:24]=[CH:25][CH:26]=[CH:27][C:22]=3[O:21][CH:20]=2)(O)[CH2:15]1)([C:8]1[CH:13]=[CH:12][CH:11]=[CH:10][CH:9]=1)[C:2]1[CH:7]=[CH:6][CH:5]=[CH:4][CH:3]=1.C(N(CC)CC)C.CS([Cl:39])(=O)=O. (3) Given the product [CH3:26][NH:27][C:17]([C@@H:15]1[O:14][C:13](=[O:24])[N:12]([C:10]2[CH:9]=[CH:8][C:7]3[N:3]([CH2:1][CH3:2])[C:4](=[O:25])[S:5][C:6]=3[CH:11]=2)[CH2:16]1)=[O:19], predict the reactants needed to synthesize it. The reactants are: [CH2:1]([N:3]1[C:7]2[CH:8]=[CH:9][C:10]([N:12]3[CH2:16][C@H:15]([C:17]([O:19]CCCC)=O)[O:14][C:13]3=[O:24])=[CH:11][C:6]=2[S:5][C:4]1=[O:25])[CH3:2].[CH3:26][NH2:27]. (4) Given the product [C:22]([C:9]1[CH:10]=[N:11][C:12]2[C:17]([C:8]=1[C:4]1[CH:3]=[C:2]([NH:1][CH2:42][C:41]3[CH:40]=[CH:39][C:38]([CH:37]=[C:34]4[S:33][C:32](=[S:46])[N:31]([CH3:30])[C:35]4=[O:36])=[CH:45][CH:44]=3)[CH:7]=[CH:6][CH:5]=1)=[CH:16][CH:15]=[CH:14][C:13]=2[C:18]([F:21])([F:19])[F:20])(=[O:23])[C:24]1[CH:25]=[CH:26][CH:27]=[CH:28][CH:29]=1, predict the reactants needed to synthesize it. The reactants are: [NH2:1][C:2]1[CH:3]=[C:4]([C:8]2[C:17]3[C:12](=[C:13]([C:18]([F:21])([F:20])[F:19])[CH:14]=[CH:15][CH:16]=3)[N:11]=[CH:10][C:9]=2[C:22]([C:24]2[CH:29]=[CH:28][CH:27]=[CH:26][CH:25]=2)=[O:23])[CH:5]=[CH:6][CH:7]=1.[CH3:30][N:31]1[C:35](=[O:36])[C:34](=[CH:37][C:38]2[CH:45]=[CH:44][C:41]([CH:42]=O)=[CH:40][CH:39]=2)[S:33][C:32]1=[S:46].